The task is: Predict the reactants needed to synthesize the given product.. This data is from Full USPTO retrosynthesis dataset with 1.9M reactions from patents (1976-2016). (1) Given the product [CH3:17][C:9]1([CH3:18])[N:8]([C:6]([O:5][C:1]([CH3:2])([CH3:3])[CH3:4])=[O:7])[C@@:12]([CH3:16])([C:13](=[O:15])[NH:53][CH2:54][C:55]([C:57]2[CH:62]=[CH:61][C:60]([O:63][CH2:64][CH2:65][CH2:66][CH2:67][CH2:68][CH2:69][CH2:70][CH3:71])=[C:59]([C:72]([F:73])([F:74])[F:75])[CH:58]=2)=[O:56])[CH2:11][O:10]1, predict the reactants needed to synthesize it. The reactants are: [C:1]([O:5][C:6]([N:8]1[C@@:12]([CH3:16])([C:13]([OH:15])=O)[CH2:11][O:10][C:9]1([CH3:18])[CH3:17])=[O:7])([CH3:4])([CH3:3])[CH3:2].CN(C(ON1N=NC2C=CC=NC1=2)=[N+](C)C)C.F[P-](F)(F)(F)(F)F.CCN(C(C)C)C(C)C.Cl.[NH2:53][CH2:54][C:55]([C:57]1[CH:62]=[CH:61][C:60]([O:63][CH2:64][CH2:65][CH2:66][CH2:67][CH2:68][CH2:69][CH2:70][CH3:71])=[C:59]([C:72]([F:75])([F:74])[F:73])[CH:58]=1)=[O:56]. (2) Given the product [C:1]([O:5][C:6]([N:8]1[CH2:13][CH2:12][C:11]2[N:14]([CH3:18])[CH:15]=[CH:16][C:10]=2[C:9]1=[O:17])=[O:7])([CH3:4])([CH3:2])[CH3:3], predict the reactants needed to synthesize it. The reactants are: [C:1]([O:5][C:6]([N:8]1[CH2:13][CH2:12][C:11]2[NH:14][CH:15]=[CH:16][C:10]=2[C:9]1=[O:17])=[O:7])([CH3:4])([CH3:3])[CH3:2].[CH3:18]N(C=O)C.CI. (3) Given the product [CH2:12]([C:9]1[NH:8][C:4]2[N:5]=[CH:6][N:7]=[C:2]([NH:23][C:19]3[CH:18]=[C:17]4[C:22](=[CH:21][CH:20]=3)[NH:14][N:15]=[CH:16]4)[C:3]=2[C:10]=1[CH3:11])[CH3:13], predict the reactants needed to synthesize it. The reactants are: Cl[C:2]1[C:3]2[C:10]([CH3:11])=[C:9]([CH2:12][CH3:13])[NH:8][C:4]=2[N:5]=[CH:6][N:7]=1.[NH:14]1[C:22]2[C:17](=[CH:18][C:19]([NH2:23])=[CH:20][CH:21]=2)[CH:16]=[N:15]1.Cl. (4) Given the product [O:26]1[CH:30]=[CH:29][C:28]([C:31]2[CH:32]=[C:33]([C:42]([F:43])([F:45])[F:44])[C:34]3[N:35]([CH:37]=[C:38]([CH2:40][NH:41][C:52](=[O:8])[C:46]4[CH:47]=[CH:48][CH:49]=[CH:50][CH:51]=4)[N:39]=3)[CH:36]=2)=[CH:27]1, predict the reactants needed to synthesize it. The reactants are: CN(C([O:8]N1N=NC2C=CC=NC1=2)=[N+](C)C)C.F[P-](F)(F)(F)(F)F.Cl.[O:26]1[CH:30]=[CH:29][C:28]([C:31]2[CH:32]=[C:33]([C:42]([F:45])([F:44])[F:43])[C:34]3[N:35]([CH:37]=[C:38]([CH2:40][NH2:41])[N:39]=3)[CH:36]=2)=[CH:27]1.[C:46]1([CH2:52]C(O)=O)[CH:51]=[CH:50][CH:49]=[CH:48][CH:47]=1. (5) Given the product [OH:1][C:2]([CH2:14][C:13]([C:16]1[CH:21]=[CH:20][N:19]=[CH:18][CH:17]=1)=[O:15])([C:3]([O:5][CH2:6][CH3:7])=[O:4])[C:8]([O:10][CH2:11][CH3:12])=[O:9], predict the reactants needed to synthesize it. The reactants are: [O:1]=[C:2]([C:8]([O:10][CH2:11][CH3:12])=[O:9])[C:3]([O:5][CH2:6][CH3:7])=[O:4].[C:13]([C:16]1[CH:21]=[CH:20][N:19]=[CH:18][CH:17]=1)(=[O:15])[CH3:14]. (6) Given the product [Cl:19][C:20]1[N:21]=[C:22]([O:12][C:8]2[CH:9]=[C:10]([CH3:11])[C:5]3[CH:4]([CH2:13][C:14]([O:16][CH2:17][CH3:18])=[O:15])[O:3][B:2]([OH:1])[C:6]=3[CH:7]=2)[CH:23]=[CH:24][CH:25]=1, predict the reactants needed to synthesize it. The reactants are: [OH:1][B:2]1[C:6]2[CH:7]=[C:8]([OH:12])[CH:9]=[C:10]([CH3:11])[C:5]=2[CH:4]([CH2:13][C:14]([O:16][CH2:17][CH3:18])=[O:15])[O:3]1.[Cl:19][C:20]1[CH:25]=[CH:24][CH:23]=[C:22]([N+]([O-])=O)[N:21]=1.C(=O)([O-])[O-].[Cs+].[Cs+]. (7) Given the product [CH3:1][S:2]([C:5]1[CH:6]=[C:7]([C:11]2[CH:12]=[CH:13][C:14]([C:17]3[N:21]([CH2:22][C:23]([O:25][CH2:26][CH3:27])=[O:24])[N:20]=[C:19]([C:37]([CH3:41])=[CH2:36])[CH:18]=3)=[CH:15][CH:16]=2)[CH:8]=[CH:9][CH:10]=1)(=[O:4])=[O:3], predict the reactants needed to synthesize it. The reactants are: [CH3:1][S:2]([C:5]1[CH:6]=[C:7]([C:11]2[CH:16]=[CH:15][C:14]([C:17]3[N:21]([CH2:22][C:23]([O:25][CH2:26][CH3:27])=[O:24])[N:20]=[C:19](OS(C(F)(F)F)(=O)=O)[CH:18]=3)=[CH:13][CH:12]=2)[CH:8]=[CH:9][CH:10]=1)(=[O:4])=[O:3].[CH3:36][C:37]1(C)[C:41](C)(C)OB(C(C)=C)O1.C([O-])([O-])=O.[Na+].[Na+].